Task: Regression. Given a peptide amino acid sequence and an MHC pseudo amino acid sequence, predict their binding affinity value. This is MHC class I binding data.. Dataset: Peptide-MHC class I binding affinity with 185,985 pairs from IEDB/IMGT (1) The peptide sequence is VLQWASLAV. The MHC is HLA-A24:02 with pseudo-sequence HLA-A24:02. The binding affinity (normalized) is 0. (2) The peptide sequence is RAFWGQVQK. The binding affinity (normalized) is 0.0847. The MHC is HLA-A69:01 with pseudo-sequence HLA-A69:01. (3) The peptide sequence is LIFLVRCQL. The MHC is H-2-Db with pseudo-sequence H-2-Db. The binding affinity (normalized) is 0.418. (4) The peptide sequence is FATTPVCEY. The MHC is HLA-A69:01 with pseudo-sequence HLA-A69:01. The binding affinity (normalized) is 0.0847. (5) The peptide sequence is EKFFPSSSY. The MHC is HLA-A01:01 with pseudo-sequence HLA-A01:01. The binding affinity (normalized) is 0.0847. (6) The peptide sequence is FMYSDFHFI. The MHC is HLA-E01:01 with pseudo-sequence HLA-E01:03. The binding affinity (normalized) is 0.0847. (7) The peptide sequence is NSDDYTADE. The MHC is HLA-A69:01 with pseudo-sequence HLA-A69:01. The binding affinity (normalized) is 0.0847.